Dataset: Forward reaction prediction with 1.9M reactions from USPTO patents (1976-2016). Task: Predict the product of the given reaction. The product is: [CH3:34][N:29]1[C:28]2[NH:27][C:26]3[CH:35]=[C:36]([CH3:39])[CH:37]=[CH:38][C:25]=3[N:24]([C:22]([C:19]3[CH:20]=[CH:21][C:16]([CH2:15][NH:14][C:11]([CH:8]4[CH2:10][CH2:9]4)=[O:12])=[C:17]([CH3:40])[CH:18]=3)=[O:23])[CH2:33][C:32]=2[CH:31]=[N:30]1. Given the reactants C(N(CC)CC)C.[CH:8]1([C:11](Cl)=[O:12])[CH2:10][CH2:9]1.[NH2:14][CH2:15][C:16]1[CH:21]=[CH:20][C:19]([C:22]([N:24]2[CH2:33][C:32]3[CH:31]=[N:30][N:29]([CH3:34])[C:28]=3[NH:27][C:26]3[CH:35]=[C:36]([CH3:39])[CH:37]=[CH:38][C:25]2=3)=[O:23])=[CH:18][C:17]=1[CH3:40].CC1C=C2N=C3C(=NC(NC3=O)=O)N(C[C@H](O)[C@H](O)[C@H](O)CO)C2=CC=1C, predict the reaction product.